Dataset: NCI-60 drug combinations with 297,098 pairs across 59 cell lines. Task: Regression. Given two drug SMILES strings and cell line genomic features, predict the synergy score measuring deviation from expected non-interaction effect. (1) Drug 1: C1=CC(=CC=C1CCC2=CNC3=C2C(=O)NC(=N3)N)C(=O)NC(CCC(=O)O)C(=O)O. Drug 2: CCC1(C2=C(COC1=O)C(=O)N3CC4=CC5=C(C=CC(=C5CN(C)C)O)N=C4C3=C2)O.Cl. Cell line: ACHN. Synergy scores: CSS=30.9, Synergy_ZIP=-1.52, Synergy_Bliss=2.20, Synergy_Loewe=1.58, Synergy_HSA=3.91. (2) Drug 1: C1=C(C(=O)NC(=O)N1)F. Drug 2: C1=CC(=CC=C1CCCC(=O)O)N(CCCl)CCCl. Cell line: SK-MEL-5. Synergy scores: CSS=50.9, Synergy_ZIP=-19.5, Synergy_Bliss=-16.8, Synergy_Loewe=-10.9, Synergy_HSA=-9.92. (3) Drug 1: C1=CC(=CC=C1CCCC(=O)O)N(CCCl)CCCl. Drug 2: B(C(CC(C)C)NC(=O)C(CC1=CC=CC=C1)NC(=O)C2=NC=CN=C2)(O)O. Cell line: MDA-MB-231. Synergy scores: CSS=11.5, Synergy_ZIP=-9.27, Synergy_Bliss=-11.4, Synergy_Loewe=-8.82, Synergy_HSA=-8.83. (4) Drug 1: C1CCC(CC1)NC(=O)N(CCCl)N=O. Drug 2: C1C(C(OC1N2C=NC3=C(N=C(N=C32)Cl)N)CO)O. Cell line: OVCAR-4. Synergy scores: CSS=1.29, Synergy_ZIP=-0.361, Synergy_Bliss=-0.688, Synergy_Loewe=-3.26, Synergy_HSA=-3.36. (5) Drug 1: CC12CCC(CC1=CCC3C2CCC4(C3CC=C4C5=CN=CC=C5)C)O. Drug 2: CCC1(CC2CC(C3=C(CCN(C2)C1)C4=CC=CC=C4N3)(C5=C(C=C6C(=C5)C78CCN9C7C(C=CC9)(C(C(C8N6C=O)(C(=O)OC)O)OC(=O)C)CC)OC)C(=O)OC)O.OS(=O)(=O)O. Cell line: SK-MEL-5. Synergy scores: CSS=49.2, Synergy_ZIP=13.4, Synergy_Bliss=12.5, Synergy_Loewe=-27.6, Synergy_HSA=10.0. (6) Drug 1: CC1OCC2C(O1)C(C(C(O2)OC3C4COC(=O)C4C(C5=CC6=C(C=C35)OCO6)C7=CC(=C(C(=C7)OC)O)OC)O)O. Drug 2: CS(=O)(=O)CCNCC1=CC=C(O1)C2=CC3=C(C=C2)N=CN=C3NC4=CC(=C(C=C4)OCC5=CC(=CC=C5)F)Cl. Cell line: HOP-62. Synergy scores: CSS=41.7, Synergy_ZIP=-0.138, Synergy_Bliss=-1.49, Synergy_Loewe=-13.6, Synergy_HSA=-0.693. (7) Cell line: NCI-H460. Drug 1: C1CCC(C1)C(CC#N)N2C=C(C=N2)C3=C4C=CNC4=NC=N3. Drug 2: COCCOC1=C(C=C2C(=C1)C(=NC=N2)NC3=CC=CC(=C3)C#C)OCCOC.Cl. Synergy scores: CSS=5.85, Synergy_ZIP=0.624, Synergy_Bliss=5.81, Synergy_Loewe=4.81, Synergy_HSA=5.11.